This data is from Full USPTO retrosynthesis dataset with 1.9M reactions from patents (1976-2016). The task is: Predict the reactants needed to synthesize the given product. (1) Given the product [CH2:1]([CH:8]([C:32](=[O:39])[C:33]1[CH:38]=[CH:37][CH:36]=[CH:35][CH:34]=1)[CH2:9][C:10]1[CH:15]=[CH:14][C:13]([N:16]2[S:20](=[O:22])(=[O:21])[NH:19][C:18](=[O:23])[CH2:17]2)=[C:12]([OH:24])[CH:11]=1)[C:2]1[CH:3]=[CH:4][CH:5]=[CH:6][CH:7]=1, predict the reactants needed to synthesize it. The reactants are: [CH2:1]([CH:8]([C:32](=[O:39])[C:33]1[CH:38]=[CH:37][CH:36]=[CH:35][CH:34]=1)[CH2:9][C:10]1[CH:15]=[CH:14][C:13]([N:16]2[S:20](=[O:22])(=[O:21])[NH:19][C:18](=[O:23])[CH2:17]2)=[C:12]([O:24]CC2C=CC=CC=2)[CH:11]=1)[C:2]1[CH:7]=[CH:6][CH:5]=[CH:4][CH:3]=1. (2) Given the product [CH3:27][S:28]([O:19][C@H:11]1[CH2:12][C:13]2[C:18](=[CH:17][CH:16]=[CH:15][CH:14]=2)[C@H:10]1[CH2:9][O:8][Si:1]([C:4]([CH3:7])([CH3:6])[CH3:5])([CH3:3])[CH3:2])(=[O:30])=[O:29], predict the reactants needed to synthesize it. The reactants are: [Si:1]([O:8][CH2:9][C@@H:10]1[C:18]2[C:13](=[CH:14][CH:15]=[CH:16][CH:17]=2)[CH2:12][C@@H:11]1[OH:19])([C:4]([CH3:7])([CH3:6])[CH3:5])([CH3:3])[CH3:2].C(N(CC)CC)C.[CH3:27][S:28](Cl)(=[O:30])=[O:29]. (3) Given the product [F:20][C:17]1[CH:18]=[C:19]2[C:14]([N:13]=[CH:12][C:11](=[O:21])[N:10]2[CH2:9][CH:8]([NH:22][S:23]([C:26]2[CH:31]=[CH:30][CH:29]=[CH:28][C:27]=2[N+:32]([O-:34])=[O:33])(=[O:25])=[O:24])[C@H:5]2[CH2:6][CH2:7][C@H:2]([NH:1][CH2:62][C:60]3[CH:59]=[CH:58][C:55]4[O:56][CH2:57][C:52](=[O:51])[NH:53][C:54]=4[N:61]=3)[CH2:3][CH2:4]2)=[CH:15][CH:16]=1, predict the reactants needed to synthesize it. The reactants are: [NH2:1][C@H:2]1[CH2:7][CH2:6][C@H:5]([CH:8]([NH:22][S:23]([C:26]2[CH:31]=[CH:30][CH:29]=[CH:28][C:27]=2[N+:32]([O-:34])=[O:33])(=[O:25])=[O:24])[CH2:9][N:10]2[C:19]3[C:14](=[CH:15][CH:16]=[C:17]([F:20])[CH:18]=3)[N:13]=[CH:12][C:11]2=[O:21])[CH2:4][CH2:3]1.FC(F)(F)C(O)=O.C(N(C(C)C)CC)(C)C.[O:51]=[C:52]1[CH2:57][O:56][C:55]2[CH:58]=[CH:59][C:60]([CH:62]=O)=[N:61][C:54]=2[NH:53]1.C(O[BH-](OC(=O)C)OC(=O)C)(=O)C.[Na+]. (4) Given the product [CH2:18]([C:15]1[CH:16]=[CH:17][C:12]([C:11]#[C:10][C:7]2[CH:8]=[CH:9][C:4]([CH:30]=[O:31])=[CH:5][CH:6]=2)=[CH:13][CH:14]=1)[CH2:19][CH2:20][CH3:21], predict the reactants needed to synthesize it. The reactants are: N#N.Br[C:4]1[CH:9]=[CH:8][C:7]([C:10]#[C:11][C:12]2[CH:17]=[CH:16][C:15]([CH2:18][CH2:19][CH2:20][CH3:21])=[CH:14][CH:13]=2)=[CH:6][CH:5]=1.[Li]CCCC.CN([CH:30]=[O:31])C. (5) Given the product [CH3:7][N:6]1[C:2]([NH:1][C:26](=[O:27])[C:18](=[O:25])[C:19]2[CH:24]=[CH:23][CH:22]=[CH:21][CH:20]=2)=[CH:3][C:4]([CH3:8])=[N:5]1, predict the reactants needed to synthesize it. The reactants are: [NH2:1][C:2]1[N:6]([CH3:7])[N:5]=[C:4]([CH3:8])[CH:3]=1.C(N(CC)C(C)C)(C)C.[C:18]([C:26](Cl)=[O:27])(=[O:25])[C:19]1[CH:24]=[CH:23][CH:22]=[CH:21][CH:20]=1. (6) Given the product [CH3:9][C:5]1[CH:6]=[C:7]([CH3:8])[N:3]([CH2:2][N:13]([CH2:2][N:3]2[C:7]([CH3:8])=[CH:6][C:5]([CH3:9])=[N:4]2)[CH:10]([CH3:12])[CH3:11])[N:4]=1, predict the reactants needed to synthesize it. The reactants are: O[CH2:2][N:3]1[C:7]([CH3:8])=[CH:6][C:5]([CH3:9])=[N:4]1.[CH:10]([NH2:13])([CH3:12])[CH3:11]. (7) Given the product [O:59]1[C:60]2[CH:66]=[CH:65][CH:64]=[CH:63][C:61]=2[N:62]=[C:58]1[NH:57][C:14](=[O:15])[CH:13]([C:5]1[CH:6]=[CH:7][C:8]([S:9]([CH3:12])(=[O:10])=[O:11])=[C:3]([C:1]#[N:2])[CH:4]=1)[CH2:17][CH:18]1[CH2:22][CH2:21][CH2:20][CH2:19]1, predict the reactants needed to synthesize it. The reactants are: [C:1]([C:3]1[CH:4]=[C:5]([CH:13]([CH2:17][CH:18]2[CH2:22][CH2:21][CH2:20][CH2:19]2)[C:14](O)=[O:15])[CH:6]=[CH:7][C:8]=1[S:9]([CH3:12])(=[O:11])=[O:10])#[N:2].C(N(CC)CC)C.F[P-](F)(F)(F)(F)F.N1(O[P+](N(C)C)(N(C)C)N(C)C)C2C=CC=CC=2N=N1.[NH2:57][C:58]1[O:59][C:60]2[CH:66]=[CH:65][CH:64]=[CH:63][C:61]=2[N:62]=1.Cl. (8) Given the product [F:8][C:5]1[CH:6]=[CH:7][C:2]([C:9]#[N:10])=[N:3][CH:4]=1, predict the reactants needed to synthesize it. The reactants are: Br[C:2]1[CH:7]=[CH:6][C:5]([F:8])=[CH:4][N:3]=1.[C:9]([Cu])#[N:10].[C-]#N.[Na+].C([O-])([O-])=O.[K+].[K+].